Dataset: Peptide-MHC class II binding affinity with 134,281 pairs from IEDB. Task: Regression. Given a peptide amino acid sequence and an MHC pseudo amino acid sequence, predict their binding affinity value. This is MHC class II binding data. (1) The peptide sequence is FDPYGATISATPEKA. The MHC is HLA-DQA10501-DQB10301 with pseudo-sequence HLA-DQA10501-DQB10301. The binding affinity (normalized) is 0.914. (2) The peptide sequence is ELLKTVRLIKFLYQSNP. The MHC is DRB5_0101 with pseudo-sequence DRB5_0101. The binding affinity (normalized) is 0.442. (3) The peptide sequence is PEQIQLLKKAFDAFD. The MHC is HLA-DQA10401-DQB10402 with pseudo-sequence HLA-DQA10401-DQB10402. The binding affinity (normalized) is 0.243.